Dataset: Forward reaction prediction with 1.9M reactions from USPTO patents (1976-2016). Task: Predict the product of the given reaction. (1) Given the reactants [Cl:1][C:2]1[CH:3]=[C:4]([C:10](=[O:17])[C:11]#[C:12][C:13](O)([CH3:15])[CH3:14])[CH:5]=[CH:6][C:7]=1[O:8][CH3:9].C(NCC)C.C([OH:25])C, predict the reaction product. The product is: [Cl:1][C:2]1[CH:3]=[C:4]([C:10]2[O:17][C:13]([CH3:14])([CH3:15])[C:12](=[O:25])[CH:11]=2)[CH:5]=[CH:6][C:7]=1[O:8][CH3:9]. (2) Given the reactants FC(F)[C:3]1[N:7](C2N=C(N3CCOCC3)N=C(OC3CCN(C(OC(C)(C)C)=O)CC3)N=2)[C:6]2[CH:34]=[CH:35][CH:36]=[C:37](OC)[C:5]=2[N:4]=1.C(O)(C(F)(F)F)=O, predict the reaction product. The product is: [NH:4]1[C:5]2[CH:37]=[CH:36][CH:35]=[CH:34][C:6]=2[N:7]=[CH:3]1. (3) Given the reactants [F:1][C:2]1[C:7]([C:8]2[CH:21]=[CH:20][C:19]3[O:18][C:17]4[C:12](=[CH:13][C:14]([OH:22])=[CH:15][CH:16]=4)[C@@:11]4([N:27]=[C:26]([NH:28][C:29](=[O:35])[O:30][C:31]([CH3:34])([CH3:33])[CH3:32])[CH2:25][O:24][CH2:23]4)[C:10]=3[CH:9]=2)=[CH:6][CH:5]=[CH:4][N:3]=1.[F:36][C:37]([F:56])([F:55])[S:38](N(C1C=CC=CC=1)[S:38]([C:37]([F:56])([F:55])[F:36])(=[O:40])=[O:39])(=[O:40])=[O:39].C(N(CC)CC)C, predict the reaction product. The product is: [F:36][C:37]([F:56])([F:55])[S:38]([O:22][C:14]1[CH:13]=[C:12]2[C:17]([O:18][C:19]3[CH:20]=[CH:21][C:8]([C:7]4[C:2]([F:1])=[N:3][CH:4]=[CH:5][CH:6]=4)=[CH:9][C:10]=3[C@@:11]32[N:27]=[C:26]([NH:28][C:29]([O:30][C:31]([CH3:32])([CH3:34])[CH3:33])=[O:35])[CH2:25][O:24][CH2:23]3)=[CH:16][CH:15]=1)(=[O:40])=[O:39]. (4) The product is: [NH2:30][C:31]1[C:32]([C:39]([NH:1][C:2]2[CH:3]=[N:4][CH:5]=[CH:6][C:7]=2[N:8]2[CH2:13][CH2:12][C@@H:11]([O:14][Si:15]([C:18]([CH3:21])([CH3:20])[CH3:19])([CH3:17])[CH3:16])[C@H:10]([NH:22][C:23](=[O:29])[O:24][C:25]([CH3:28])([CH3:27])[CH3:26])[CH2:9]2)=[O:40])=[N:33][C:34]([Br:38])=[C:35]([F:37])[CH:36]=1. Given the reactants [NH2:1][C:2]1[CH:3]=[N:4][CH:5]=[CH:6][C:7]=1[N:8]1[CH2:13][CH2:12][C@@H:11]([O:14][Si:15]([C:18]([CH3:21])([CH3:20])[CH3:19])([CH3:17])[CH3:16])[C@H:10]([NH:22][C:23](=[O:29])[O:24][C:25]([CH3:28])([CH3:27])[CH3:26])[CH2:9]1.[NH2:30][C:31]1[C:32]([C:39](O)=[O:40])=[N:33][C:34]([Br:38])=[C:35]([F:37])[CH:36]=1, predict the reaction product. (5) Given the reactants [Cl:1][C:2]1[CH:7]=[CH:6][C:5]([C:8]2[CH:13]=[CH:12][CH:11]=[C:10]([CH2:14][O:15][C:16]3[CH:23]=[CH:22][C:19]([CH2:20][OH:21])=[C:18]([F:24])[CH:17]=3)[CH:9]=2)=[C:4]([CH3:25])[CH:3]=1, predict the reaction product. The product is: [Cl:1][C:2]1[CH:7]=[CH:6][C:5]([C:8]2[CH:13]=[CH:12][CH:11]=[C:10]([CH2:14][O:15][C:16]3[CH:23]=[CH:22][C:19]([CH:20]=[O:21])=[C:18]([F:24])[CH:17]=3)[CH:9]=2)=[C:4]([CH3:25])[CH:3]=1. (6) Given the reactants [CH3:1][N:2]1[CH2:6][CH:5]([C:7]([OH:9])=[O:8])[CH2:4][C:3]1=[O:10].[CH2:11](O)[CH:12]([CH3:14])[CH3:13].C1(C)C=CC(S(O)(=O)=O)=CC=1.C(Cl)(Cl)Cl, predict the reaction product. The product is: [CH3:1][N:2]1[CH2:6][CH:5]([C:7]([O:9][CH2:11][CH:12]([CH3:14])[CH3:13])=[O:8])[CH2:4][C:3]1=[O:10]. (7) Given the reactants [CH3:1][N:2]([CH3:44])[CH2:3][CH2:4][CH2:5][C:6]([N:8]1[CH2:13][CH2:12][CH2:11][C@@H:10]([NH:14][C:15]2[C:23]3[C:18](=[N:19][CH:20]=[CH:21][C:22]=3[O:24][C:25]3[CH:43]=[CH:42][C:28]([C:29]([NH:31][C:32]4[CH:37]=[C:36]([C:38]([F:41])([F:40])[F:39])[CH:35]=[CH:34][N:33]=4)=[O:30])=[CH:27][CH:26]=3)[NH:17][N:16]=2)[CH2:9]1)=[O:7].[ClH:45], predict the reaction product. The product is: [ClH:45].[CH3:44][N:2]([CH3:1])[CH2:3][CH2:4][CH2:5][C:6]([N:8]1[CH2:13][CH2:12][CH2:11][C@@H:10]([NH:14][C:15]2[C:23]3[C:18](=[N:19][CH:20]=[CH:21][C:22]=3[O:24][C:25]3[CH:26]=[CH:27][C:28]([C:29]([NH:31][C:32]4[CH:37]=[C:36]([C:38]([F:41])([F:40])[F:39])[CH:35]=[CH:34][N:33]=4)=[O:30])=[CH:42][CH:43]=3)[NH:17][N:16]=2)[CH2:9]1)=[O:7]. (8) Given the reactants [C:1]([OH:12])(=[O:11])[C:2]1[CH:10]=[C:8]([OH:9])[C:6]([OH:7])=[C:4]([OH:5])[CH:3]=1.[CH:13]1[C:22]2[C:17](=[CH:18][C:19](O)=[CH:20][CH:21]=2)[CH:16]=[CH:15][C:14]=1[OH:24], predict the reaction product. The product is: [OH:5][C:4]1[CH:3]=[C:2]([CH:10]=[C:8]([OH:9])[C:6]=1[OH:7])[C:1]([O:12][C:19]1[CH:20]=[CH:21][C:22]2[C:17](=[CH:16][CH:15]=[C:14]([O:24][C:1](=[O:11])[C:2]3[CH:10]=[C:8]([OH:9])[C:6]([OH:7])=[C:4]([OH:5])[CH:3]=3)[CH:13]=2)[CH:18]=1)=[O:11]. (9) Given the reactants ClCC(O)=[O:4].[CH3:6][C:7]1[NH:12][C:11](=S)[NH:10][C:9](=[O:14])[C:8]=1[CH2:15][C:16]([OH:18])=[O:17], predict the reaction product. The product is: [CH3:6][C:7]1[NH:12][C:11](=[O:4])[NH:10][C:9](=[O:14])[C:8]=1[CH2:15][C:16]([OH:18])=[O:17].